Predict which catalyst facilitates the given reaction. From a dataset of Catalyst prediction with 721,799 reactions and 888 catalyst types from USPTO. (1) Reactant: [Br:1][C:2]1[CH:3]=[C:4]2[C:8](=[C:9]([CH:11]([O:13][CH2:14][C:15]3([C:28]4[CH:33]=[CH:32][C:31]([F:34])=[CH:30][CH:29]=4)[CH2:20][CH2:19][N:18]([C:21]([O:23][C:24]([CH3:27])([CH3:26])[CH3:25])=[O:22])[CH2:17][CH2:16]3)[CH3:12])[CH:10]=1)[N:7](COCC[Si](C)(C)C)[N:6]=[CH:5]2.N1CCCCC1.C(OC(OC(C)(C)C)=O)(OC(C)(C)C)=O. Product: [Br:1][C:2]1[CH:3]=[C:4]2[C:8](=[C:9]([CH:11]([O:13][CH2:14][C:15]3([C:28]4[CH:29]=[CH:30][C:31]([F:34])=[CH:32][CH:33]=4)[CH2:20][CH2:19][N:18]([C:21]([O:23][C:24]([CH3:26])([CH3:27])[CH3:25])=[O:22])[CH2:17][CH2:16]3)[CH3:12])[CH:10]=1)[NH:7][N:6]=[CH:5]2. The catalyst class is: 330. (2) The catalyst class is: 10. Product: [CH3:1][C:2]1[C:6]([CH2:7][O:8][C:9]2[CH:14]=[CH:13][C:12]([S:15]([N:18]([C:19]3[C:20]([CH3:31])=[N:21][C:22]([N:25]4[CH2:29][CH2:28][O:27][C:26]4=[O:30])=[CH:23][CH:24]=3)[CH2:33][CH:34]([CH3:36])[CH3:35])(=[O:16])=[O:17])=[CH:11][CH:10]=2)=[C:5]([CH3:32])[O:4][N:3]=1. Reactant: [CH3:1][C:2]1[C:6]([CH2:7][O:8][C:9]2[CH:14]=[CH:13][C:12]([S:15]([NH:18][C:19]3[C:20]([CH3:31])=[N:21][C:22]([N:25]4[CH2:29][CH2:28][O:27][C:26]4=[O:30])=[CH:23][CH:24]=3)(=[O:17])=[O:16])=[CH:11][CH:10]=2)=[C:5]([CH3:32])[O:4][N:3]=1.[CH3:33][C:34](N=C(N(C)C)N(C)C)([CH3:36])[CH3:35].BrCC(C)C. (3) Product: [C:1]([C:9]1[C:10]([O:19][CH:20]([CH3:28])[CH2:21][CH2:22][S:40][C:37]2[CH:38]=[CH:39][C:34]([CH2:33][CH2:32][C:31]([OH:30])=[O:42])=[C:35]([CH3:41])[CH:36]=2)=[CH:11][C:12]2[C:17]([CH:18]=1)=[CH:16][CH:15]=[CH:14][CH:13]=2)(=[O:8])[C:2]1[CH:7]=[CH:6][CH:5]=[CH:4][CH:3]=1. Reactant: [C:1]([C:9]1[C:10]([O:19][CH:20]([CH3:28])[CH2:21][CH2:22]OS(C)(=O)=O)=[CH:11][C:12]2[C:17]([CH:18]=1)=[CH:16][CH:15]=[CH:14][CH:13]=2)(=[O:8])[C:2]1[CH:7]=[CH:6][CH:5]=[CH:4][CH:3]=1.C[O:30][C:31](=[O:42])[CH2:32][CH2:33][C:34]1[CH:39]=[CH:38][C:37]([SH:40])=[CH:36][C:35]=1[CH3:41].C(=O)([O-])[O-].[Cs+].[Cs+].[OH-].[Na+]. The catalyst class is: 369.